From a dataset of Forward reaction prediction with 1.9M reactions from USPTO patents (1976-2016). Predict the product of the given reaction. (1) Given the reactants [CH:1]([C:3]1[CH:11]=[C:7]([C:8]([OH:10])=[O:9])[C:6](O)=[CH:5][CH:4]=1)=[O:2].IC.[C:15]([O-])([O-])=O.[K+].[K+].CN([CH:24]=[O:25])C, predict the reaction product. The product is: [CH:1]([C:3]1[CH:4]=[CH:5][C:6]([O:25][CH3:24])=[C:7]([CH:11]=1)[C:8]([O:10][CH3:15])=[O:9])=[O:2]. (2) Given the reactants Cl[C:2]1[C:11]2[C:6](=[CH:7][CH:8]=[C:9]([O:12][CH3:13])[CH:10]=2)[N:5]=[C:4]([C:14]([O:16][CH2:17][CH3:18])=[O:15])[N:3]=1.[C:19]([O:23][C:24]([NH:26][C@H:27]1[CH2:32][CH2:31][CH2:30][CH2:29][C@H:28]1[NH2:33])=[O:25])([CH3:22])([CH3:21])[CH3:20].C(N(CC)CC)C, predict the reaction product. The product is: [C:19]([O:23][C:24]([NH:26][C@@H:27]1[CH2:32][CH2:31][CH2:30][CH2:29][C@@H:28]1[NH:33][C:2]1[C:11]2[C:6](=[CH:7][CH:8]=[C:9]([O:12][CH3:13])[CH:10]=2)[N:5]=[C:4]([C:14]([O:16][CH2:17][CH3:18])=[O:15])[N:3]=1)=[O:25])([CH3:22])([CH3:20])[CH3:21]. (3) The product is: [C:6]1(=[CH:12][N:1]2[CH2:5][CH2:4][CH2:3][CH2:2]2)[CH2:11][CH2:10][CH2:9][CH2:8][CH2:7]1. Given the reactants [NH:1]1[CH2:5][CH2:4][CH2:3][CH2:2]1.[C:6]1([CH3:12])[CH:11]=[CH:10][CH:9]=[CH:8][CH:7]=1, predict the reaction product. (4) Given the reactants [C:1]([NH:5][NH:6][C:7]1[C:12]([F:13])=[CH:11][N:10]=[C:9]([Cl:14])[N:8]=1)([CH3:4])([CH3:3])[CH3:2].[C:15]([O:18][CH2:19][CH2:20]Br)(=[O:17])[CH3:16].C([O-])([O-])=O.[K+].[K+].CCOC(C)=O, predict the reaction product. The product is: [C:1]([N:5]([CH2:16][C:15]([O:18][CH2:19][CH3:20])=[O:17])[NH:6][C:7]1[C:12]([F:13])=[CH:11][N:10]=[C:9]([Cl:14])[N:8]=1)([CH3:4])([CH3:2])[CH3:3].